From a dataset of Catalyst prediction with 721,799 reactions and 888 catalyst types from USPTO. Predict which catalyst facilitates the given reaction. Reactant: [C:1]([C:3]1[CH:8]=[CH:7][C:6]([N:9]2[C:14](=[O:15])[C:13]3[CH:16]=[CH:17][CH:18]=[N:19][C:12]=3[N:11]=[C:10]2/[CH:20]=C/C2C=C(OC)C(OC)=C(OC)C=2)=[CH:5][CH:4]=1)#[CH:2].[C:34]([O-])(O)=O.[Na+]. Product: [CH3:20][C:10]1([CH3:34])[NH:11][C:12]2[N:19]=[CH:18][CH:17]=[CH:16][C:13]=2[C:14](=[O:15])[N:9]1[C:6]1[CH:7]=[CH:8][C:3]([C:1]#[CH:2])=[CH:4][CH:5]=1. The catalyst class is: 15.